From a dataset of Reaction yield outcomes from USPTO patents with 853,638 reactions. Predict the reaction yield, written as a fraction of the theoretical maximum amount of product (1.0 means a 100% yield; for example, 0.34 means a 34% yield). (1) The reactants are [Cl:1][C:2]1[CH:3]=[C:4]([C:8]2[O:12][N:11]=[C:10]([CH:13](O)[CH3:14])[N:9]=2)[CH:5]=[CH:6][CH:7]=1.O=S(Cl)[Cl:18]. The catalyst is CN(C=O)C. The product is [Cl:18][CH:13]([C:10]1[N:9]=[C:8]([C:4]2[CH:5]=[CH:6][CH:7]=[C:2]([Cl:1])[CH:3]=2)[O:12][N:11]=1)[CH3:14]. The yield is 0.930. (2) The reactants are [CH2:1]([O:8][C:9](=[O:26])[NH:10][C:11]1[CH:16]=[CH:15][C:14]([O:17][Si:18]([C:21]([CH3:24])([CH3:23])[CH3:22])([CH3:20])[CH3:19])=[CH:13][C:12]=1[CH3:25])[C:2]1[CH:7]=[CH:6][CH:5]=[CH:4][CH:3]=1.[H-].[Na+].I[CH3:30]. The catalyst is CN(C=O)C. The product is [CH2:1]([O:8][C:9](=[O:26])[N:10]([C:11]1[CH:16]=[CH:15][C:14]([O:17][Si:18]([C:21]([CH3:22])([CH3:23])[CH3:24])([CH3:19])[CH3:20])=[CH:13][C:12]=1[CH3:25])[CH3:30])[C:2]1[CH:3]=[CH:4][CH:5]=[CH:6][CH:7]=1. The yield is 0.750. (3) The reactants are [N+:1]([C:4]1[CH:5]=[C:6]([CH:9]=[CH:10][CH:11]=1)[CH:7]=O)([O-:3])=[O:2].[OH:12][NH2:13].Cl.C([O-])([O-])=O.[Na+].[Na+]. The catalyst is C(O)C.O. The product is [OH:12][N:13]=[CH:7][C:6]1[CH:9]=[CH:10][CH:11]=[C:4]([N+:1]([O-:3])=[O:2])[CH:5]=1. The yield is 0.920.